Dataset: Forward reaction prediction with 1.9M reactions from USPTO patents (1976-2016). Task: Predict the product of the given reaction. Given the reactants [Cl:1][C:2]1[CH:7]=[C:6]([Cl:8])[CH:5]=[CH:4][C:3]=1[C:9]1[N:10]=[C:11]([C:20]([O:22]CC)=[O:21])[S:12][C:13]=1[C:14]1[CH:19]=[CH:18][CH:17]=[CH:16][CH:15]=1.[OH-].[K+].Cl, predict the reaction product. The product is: [Cl:1][C:2]1[CH:7]=[C:6]([Cl:8])[CH:5]=[CH:4][C:3]=1[C:9]1[N:10]=[C:11]([C:20]([OH:22])=[O:21])[S:12][C:13]=1[C:14]1[CH:19]=[CH:18][CH:17]=[CH:16][CH:15]=1.